From a dataset of Forward reaction prediction with 1.9M reactions from USPTO patents (1976-2016). Predict the product of the given reaction. (1) Given the reactants [C:1]1([CH:7]([O:15][C:16]2[CH:17]=[N:18][CH:19]=[CH:20][CH:21]=2)[CH:8]2[CH2:13][NH:12][C:11](=O)[CH2:10][O:9]2)[CH:6]=[CH:5][CH:4]=[CH:3][CH:2]=1.[CH3:22][C:23]1[CH:28]=[CH:27][C:26](B(O)O)=[CH:25][CH:24]=1, predict the reaction product. The product is: [C:1]1([C@H:7]([O:15][C:16]2[C:17]([C:26]3[CH:27]=[CH:28][C:23]([CH3:22])=[CH:24][CH:25]=3)=[N:18][CH:19]=[CH:20][CH:21]=2)[C@H:8]2[O:9][CH2:10][CH2:11][NH:12][CH2:13]2)[CH:6]=[CH:5][CH:4]=[CH:3][CH:2]=1. (2) Given the reactants Br[CH2:2][C:3]([O:5][CH2:6][CH3:7])=[O:4].[CH3:8][O:9][C:10]1[CH:15]=[C:14]([Br:16])[CH:13]=[CH:12][C:11]=1[OH:17], predict the reaction product. The product is: [Br:16][C:14]1[CH:13]=[CH:12][C:11]([O:17][CH2:2][C:3]([O:5][CH2:6][CH3:7])=[O:4])=[C:10]([O:9][CH3:8])[CH:15]=1. (3) The product is: [Cl:1][C:2]1[CH:7]=[CH:6][C:5]([N:8]2[CH2:14][CH:13]3[N:15]([CH2:16][CH2:17][CH2:18][CH2:19][NH2:20])[CH:10]([CH2:11][CH2:12]3)[CH2:9]2)=[CH:4][CH:3]=1. Given the reactants [Cl:1][C:2]1[CH:7]=[CH:6][C:5]([N:8]2[CH2:14][CH:13]3[N:15]([CH2:16][CH2:17][CH2:18][CH2:19][NH:20]C(=O)C(F)(F)F)[CH:10]([CH2:11][CH2:12]3)[CH2:9]2)=[CH:4][CH:3]=1, predict the reaction product. (4) Given the reactants [CH3:1][O:2][C:3]1[CH:8]=[CH:7][C:6]([C:9]2[C:14]([CH3:15])=[C:13]([C:16]([F:19])([F:18])[F:17])[N:12]3[N:20]=[CH:21][C:22]([C:23](O)=[O:24])=[C:11]3[N:10]=2)=[CH:5][CH:4]=1.CN(C(ON1N=NC2C=CC=NC1=2)=[N+](C)C)C.F[P-](F)(F)(F)(F)F.CCN(C(C)C)C(C)C.[CH3:59][C@@H:60]1[NH:65][CH2:64][CH2:63][N:62]([C@@H:66]([C:68]2[CH:73]=[CH:72][CH:71]=[CH:70][CH:69]=2)[CH3:67])[CH2:61]1, predict the reaction product. The product is: [CH3:1][O:2][C:3]1[CH:8]=[CH:7][C:6]([C:9]2[C:14]([CH3:15])=[C:13]([C:16]([F:19])([F:17])[F:18])[N:12]3[N:20]=[CH:21][C:22]([C:23]([N:65]4[CH2:64][CH2:63][N:62]([C@H:66]([C:68]5[CH:73]=[CH:72][CH:71]=[CH:70][CH:69]=5)[CH3:67])[CH2:61][C@H:60]4[CH3:59])=[O:24])=[C:11]3[N:10]=2)=[CH:5][CH:4]=1. (5) Given the reactants [CH:1]1[C:10]2[C:5](=[CH:6][CH:7]=[CH:8][CH:9]=2)[CH:4]=[CH:3][C:2]=1[OH:11].C(N(CC)CC)C.[S:19](O[S:19]([C:22]([F:25])([F:24])[F:23])(=[O:21])=[O:20])([C:22]([F:25])([F:24])[F:23])(=[O:21])=[O:20].C(Cl)[Cl:35], predict the reaction product. The product is: [F:23][C:22]([F:25])([F:24])[S:19]([O:11][C:2]1[CH:3]=[CH:4][C:5]2[C:10](=[CH:9][CH:8]=[CH:7][CH:6]=2)[C:1]=1[Cl:35])(=[O:21])=[O:20]. (6) Given the reactants Br[C:2]1[CH:3]=[CH:4][C:5]([S:8]([NH:11][CH2:12][CH2:13][N:14]([CH3:19])[S:15]([CH3:18])(=[O:17])=[O:16])(=[O:10])=[O:9])=[N:6][CH:7]=1.[F:20][C:21]1[CH:29]=[C:28]2[C:24]([C:25](B3OC(C)(C)C(C)(C)O3)=[CH:26][N:27]2[C:30]([O:32][C:33]([CH3:36])([CH3:35])[CH3:34])=[O:31])=[CH:23][CH:22]=1, predict the reaction product. The product is: [F:20][C:21]1[CH:29]=[C:28]2[C:24]([C:25]([C:2]3[CH:7]=[N:6][C:5]([S:8](=[O:10])(=[O:9])[NH:11][CH2:12][CH2:13][N:14]([CH3:19])[S:15]([CH3:18])(=[O:17])=[O:16])=[CH:4][CH:3]=3)=[CH:26][N:27]2[C:30]([O:32][C:33]([CH3:36])([CH3:35])[CH3:34])=[O:31])=[CH:23][CH:22]=1. (7) Given the reactants I[C:2]1[CH:3]=[CH:4][C:5]2[CH:18]3[CH2:19][CH:16]([CH2:17]3)[C:8]3[N:9]([CH3:15])[C:10]([C:12]([NH2:14])=[O:13])=[N:11][C:7]=3[C:6]=2[CH:20]=1.[CH3:21][C:22]([OH:26])([C:24]#[CH:25])[CH3:23], predict the reaction product. The product is: [OH:26][C:22]([CH3:23])([CH3:21])[C:24]#[C:25][C:2]1[CH:3]=[CH:4][C:5]2[CH:18]3[CH2:19][CH:16]([CH2:17]3)[C:8]3[N:9]([CH3:15])[C:10]([C:12]([NH2:14])=[O:13])=[N:11][C:7]=3[C:6]=2[CH:20]=1. (8) Given the reactants [CH3:1][NH2:2].[C:3]([C:7]1[C:11]([CH:12]=O)=[CH:10][N:9]([CH2:14][C:15]([NH:17][C:18]2[S:22][C:21]3[CH2:23][CH2:24][CH2:25][CH2:26][C:20]=3[C:19]=2[C:27]([NH:29][CH3:30])=[O:28])=[O:16])[N:8]=1)([CH3:6])([CH3:5])[CH3:4].C(O)(=O)C.C(O[BH-](OC(=O)C)OC(=O)C)(=O)C.[Na+], predict the reaction product. The product is: [C:3]([C:7]1[C:11]([CH2:12][NH:2][CH3:1])=[CH:10][N:9]([CH2:14][C:15]([NH:17][C:18]2[S:22][C:21]3[CH2:23][CH2:24][CH2:25][CH2:26][C:20]=3[C:19]=2[C:27]([NH:29][CH3:30])=[O:28])=[O:16])[N:8]=1)([CH3:4])([CH3:5])[CH3:6]. (9) Given the reactants [CH2:1]([O:3][C:4]1[CH:5]=[CH:6][C:7]([CH:10]=O)=[N:8][CH:9]=1)[CH3:2].[NH2:12][C:13]1[N:14]=[N:15][C:16]([CH3:19])=[CH:17][CH:18]=1.C([O:22][C:23](=O)[C:24]([OH:37])=[CH:25][C:26]([C:28]1[CH:33]=[CH:32][C:31]([CH:34]([CH3:36])[CH3:35])=[CH:30][CH:29]=1)=[O:27])C, predict the reaction product. The product is: [CH2:1]([O:3][C:4]1[CH:5]=[CH:6][C:7]([CH:10]2[N:12]([C:13]3[N:14]=[N:15][C:16]([CH3:19])=[CH:17][CH:18]=3)[C:23](=[O:22])[C:24]([OH:37])=[C:25]2[C:26](=[O:27])[C:28]2[CH:29]=[CH:30][C:31]([CH:34]([CH3:35])[CH3:36])=[CH:32][CH:33]=2)=[N:8][CH:9]=1)[CH3:2]. (10) Given the reactants [CH3:1][C:2]1[C:10]([C:11]([F:14])([F:13])[F:12])=[CH:9][CH:8]=[CH:7][C:3]=1[C:4]([OH:6])=[O:5].S(=O)(=O)(O)O.[CH3:20]O, predict the reaction product. The product is: [CH3:20][O:5][C:4](=[O:6])[C:3]1[CH:7]=[CH:8][CH:9]=[C:10]([C:11]([F:12])([F:13])[F:14])[C:2]=1[CH3:1].